This data is from Forward reaction prediction with 1.9M reactions from USPTO patents (1976-2016). The task is: Predict the product of the given reaction. Given the reactants [CH3:1][O:2][C:3](=[O:13])[C:4]1[C:9]([CH2:10]Br)=[CH:8][CH:7]=[CH:6][C:5]=1[Br:12].C[N+]1([O-])CC[O:18]CC1, predict the reaction product. The product is: [CH3:1][O:2][C:3](=[O:13])[C:4]1[C:9]([CH:10]=[O:18])=[CH:8][CH:7]=[CH:6][C:5]=1[Br:12].